Dataset: Retrosynthesis with 50K atom-mapped reactions and 10 reaction types from USPTO. Task: Predict the reactants needed to synthesize the given product. (1) The reactants are: CCC=C1CCC(CC(=O)OC)CC1. Given the product CCC=C1CCC(CCO)CC1, predict the reactants needed to synthesize it. (2) Given the product CCOc1cc2ncc(C#N)c(NCc3ccc(F)c(F)c3)c2cc1OCC, predict the reactants needed to synthesize it. The reactants are: CCOc1cc2ncc(C#N)c(Cl)c2cc1OCC.NCc1ccc(F)c(F)c1. (3) Given the product CCOC(=O)CCN(CC(=O)OCC)C(=O)OCC, predict the reactants needed to synthesize it. The reactants are: CCOC(=O)CCNCC(=O)OCC.CCOC(=O)Cl. (4) The reactants are: CCCC[Sn](CCCC)(CCCC)c1cccs1.CCCc1nc(NS(=O)(=O)c2ccc(C(C)(C)C)cc2)c(-c2ccc(C)cc2)c(OCCOc2ncc(Br)cn2)n1. Given the product CCCc1nc(NS(=O)(=O)c2ccc(C(C)(C)C)cc2)c(-c2ccc(C)cc2)c(OCCOc2ncc(-c3cccs3)cn2)n1, predict the reactants needed to synthesize it. (5) Given the product CN(Cc1ccccc1)CC1CCN(c2ccc([N+](=O)[O-])cc2)CC1, predict the reactants needed to synthesize it. The reactants are: CNCc1ccccc1.O=CC1CCN(c2ccc([N+](=O)[O-])cc2)CC1.